From a dataset of Full USPTO retrosynthesis dataset with 1.9M reactions from patents (1976-2016). Predict the reactants needed to synthesize the given product. Given the product [CH3:28][CH2:29]/[C:30](/[C:50]1[CH:55]=[CH:54][CH:53]=[CH:52][CH:51]=1)=[C:31](/[C:38]1[CH:39]=[CH:40][C:41]([O:44][CH2:45][CH2:46][N:47]([CH3:49])[CH3:48])=[CH:42][CH:43]=1)\[C:32]1[CH:33]=[CH:34][CH:35]=[CH:36][CH:37]=1, predict the reactants needed to synthesize it. The reactants are: CC/C(/C1C=CC=CC=1)=C(/C1C=CC(OCCNC)=CC=1)\C1C=CC=CC=1.[CH3:28][CH2:29]/[C:30](/[C:50]1[CH:51]=[CH:52][CH:53]=[C:54](O)[CH:55]=1)=[C:31](/[C:38]1[CH:39]=[CH:40][C:41]([O:44][CH2:45][CH2:46][N:47]([CH3:49])[CH3:48])=[CH:42][CH:43]=1)\[C:32]1[CH:33]=[CH:34][CH:35]=[CH:36][CH:37]=1.CC/C(/C1C=CC=CC=1)=C(/C1C=CC(OCCN(C)C)=CC=1)\C1C=CC(O)=CC=1.CCC(C1C=CC(O)=CC=1)=C(C1C=CC(OCCNC)=CC=1)C1C=CC=CC=1.